Dataset: Forward reaction prediction with 1.9M reactions from USPTO patents (1976-2016). Task: Predict the product of the given reaction. (1) Given the reactants Br[C:2]1[C:3]([O:9][CH2:10][C:11]2[CH:16]=[CH:15][C:14]([O:17][CH3:18])=[CH:13][CH:12]=2)=[N:4][CH:5]=[CH:6][C:7]=1[CH3:8].[OH:19][CH:20]1[CH2:25][CH2:24][NH:23][CH2:22][CH2:21]1.C1(P(C2C=CC=CC=2)C2C=CC3C(=CC=CC=3)C=2C2C3C(=CC=CC=3)C=CC=2P(C2C=CC=CC=2)C2C=CC=CC=2)C=CC=CC=1.CC(C)([O-])C.[Na+], predict the reaction product. The product is: [CH3:18][O:17][C:14]1[CH:15]=[CH:16][C:11]([CH2:10][O:9][C:3]2[C:2]([N:23]3[CH2:24][CH2:25][CH:20]([OH:19])[CH2:21][CH2:22]3)=[C:7]([CH3:8])[CH:6]=[CH:5][N:4]=2)=[CH:12][CH:13]=1. (2) Given the reactants [CH2:1]([C:8]1[CH:9]=[N:10][C:11]2[C:16]([C:17]=1[C:18]1[CH:19]=[C:20]([NH2:24])[CH:21]=[CH:22][CH:23]=1)=[CH:15][CH:14]=[CH:13][C:12]=2[C:25]([F:28])([F:27])[F:26])[C:2]1[CH:7]=[CH:6][CH:5]=[CH:4][CH:3]=1.[Cl:29][C:30]1[C:37]([Cl:38])=[CH:36][CH:35]=[C:34]([Cl:39])[C:31]=1[CH:32]=O, predict the reaction product. The product is: [CH2:1]([C:8]1[CH:9]=[N:10][C:11]2[C:16]([C:17]=1[C:18]1[CH:19]=[C:20]([NH:24][CH2:32][C:31]3[C:34]([Cl:39])=[CH:35][CH:36]=[C:37]([Cl:38])[C:30]=3[Cl:29])[CH:21]=[CH:22][CH:23]=1)=[CH:15][CH:14]=[CH:13][C:12]=2[C:25]([F:28])([F:26])[F:27])[C:2]1[CH:3]=[CH:4][CH:5]=[CH:6][CH:7]=1. (3) Given the reactants [Br:1][C:2]1[O:6][C:5]([C:7]([OH:9])=O)=[CH:4][CH:3]=1.S(Cl)([Cl:12])=O, predict the reaction product. The product is: [Br:1][C:2]1[O:6][C:5]([C:7]([Cl:12])=[O:9])=[CH:4][CH:3]=1. (4) Given the reactants [C:1]12([NH2:11])[CH2:10][CH:5]3[CH2:6][CH:7]([CH2:9][CH:3]([CH2:4]3)[CH2:2]1)[CH2:8]2.[S:12]1[C:16]([CH:17]=O)=[CH:15][C:14]2[CH:19]=[CH:20][CH:21]=[CH:22][C:13]1=2, predict the reaction product. The product is: [C:1]12([NH:11][CH2:17][C:16]3[S:12][C:13]4[CH:22]=[CH:21][CH:20]=[CH:19][C:14]=4[CH:15]=3)[CH2:8][CH:7]3[CH2:6][CH:5]([CH2:4][CH:3]([CH2:9]3)[CH2:2]1)[CH2:10]2.